From a dataset of NCI-60 drug combinations with 297,098 pairs across 59 cell lines. Regression. Given two drug SMILES strings and cell line genomic features, predict the synergy score measuring deviation from expected non-interaction effect. (1) Cell line: BT-549. Synergy scores: CSS=1.03, Synergy_ZIP=-0.992, Synergy_Bliss=3.76, Synergy_Loewe=-0.739, Synergy_HSA=0.662. Drug 2: CC1CCC2CC(C(=CC=CC=CC(CC(C(=O)C(C(C(=CC(C(=O)CC(OC(=O)C3CCCCN3C(=O)C(=O)C1(O2)O)C(C)CC4CCC(C(C4)OC)OCCO)C)C)O)OC)C)C)C)OC. Drug 1: C1CN1P(=S)(N2CC2)N3CC3. (2) Drug 2: CS(=O)(=O)CCNCC1=CC=C(O1)C2=CC3=C(C=C2)N=CN=C3NC4=CC(=C(C=C4)OCC5=CC(=CC=C5)F)Cl. Synergy scores: CSS=12.2, Synergy_ZIP=-2.66, Synergy_Bliss=1.60, Synergy_Loewe=-3.85, Synergy_HSA=0.362. Cell line: NCI/ADR-RES. Drug 1: CN(C)N=NC1=C(NC=N1)C(=O)N. (3) Drug 1: COC1=CC(=CC(=C1O)OC)C2C3C(COC3=O)C(C4=CC5=C(C=C24)OCO5)OC6C(C(C7C(O6)COC(O7)C8=CC=CS8)O)O. Drug 2: CS(=O)(=O)OCCCCOS(=O)(=O)C. Cell line: CAKI-1. Synergy scores: CSS=50.8, Synergy_ZIP=-6.66, Synergy_Bliss=-6.07, Synergy_Loewe=-1.06, Synergy_HSA=-0.0258. (4) Drug 1: CN(C)N=NC1=C(NC=N1)C(=O)N. Drug 2: CCCCC(=O)OCC(=O)C1(CC(C2=C(C1)C(=C3C(=C2O)C(=O)C4=C(C3=O)C=CC=C4OC)O)OC5CC(C(C(O5)C)O)NC(=O)C(F)(F)F)O. Cell line: MDA-MB-231. Synergy scores: CSS=-4.57, Synergy_ZIP=0.429, Synergy_Bliss=-4.00, Synergy_Loewe=-8.69, Synergy_HSA=-6.99. (5) Drug 1: C1CCC(CC1)NC(=O)N(CCCl)N=O. Drug 2: CC(C)NC(=O)C1=CC=C(C=C1)CNNC.Cl. Cell line: OVCAR-8. Synergy scores: CSS=13.6, Synergy_ZIP=4.67, Synergy_Bliss=4.10, Synergy_Loewe=-3.51, Synergy_HSA=2.09. (6) Drug 2: CC1C(C(CC(O1)OC2CC(CC3=C2C(=C4C(=C3O)C(=O)C5=CC=CC=C5C4=O)O)(C(=O)C)O)N)O. Synergy scores: CSS=57.6, Synergy_ZIP=-5.11, Synergy_Bliss=-3.04, Synergy_Loewe=2.21, Synergy_HSA=2.88. Cell line: SK-MEL-28. Drug 1: CC1CCC2CC(C(=CC=CC=CC(CC(C(=O)C(C(C(=CC(C(=O)CC(OC(=O)C3CCCCN3C(=O)C(=O)C1(O2)O)C(C)CC4CCC(C(C4)OC)OCCO)C)C)O)OC)C)C)C)OC. (7) Drug 1: C1=NC2=C(N1)C(=S)N=C(N2)N. Drug 2: CC1C(C(CC(O1)OC2CC(CC3=C2C(=C4C(=C3O)C(=O)C5=CC=CC=C5C4=O)O)(C(=O)C)O)N)O. Cell line: MALME-3M. Synergy scores: CSS=62.5, Synergy_ZIP=-1.20, Synergy_Bliss=1.26, Synergy_Loewe=-9.85, Synergy_HSA=3.65. (8) Drug 1: CC1=C(C(CCC1)(C)C)C=CC(=CC=CC(=CC(=O)O)C)C. Drug 2: CCN(CC)CCNC(=O)C1=C(NC(=C1C)C=C2C3=C(C=CC(=C3)F)NC2=O)C. Cell line: SF-295. Synergy scores: CSS=1.07, Synergy_ZIP=2.13, Synergy_Bliss=0.947, Synergy_Loewe=-0.312, Synergy_HSA=-2.03. (9) Drug 1: CC12CCC3C(C1CCC2=O)CC(=C)C4=CC(=O)C=CC34C. Drug 2: C1=NC2=C(N1)C(=S)N=CN2. Cell line: SF-295. Synergy scores: CSS=49.0, Synergy_ZIP=-9.34, Synergy_Bliss=-4.62, Synergy_Loewe=-17.2, Synergy_HSA=-1.89.